Task: Regression. Given a peptide amino acid sequence and an MHC pseudo amino acid sequence, predict their binding affinity value. This is MHC class I binding data.. Dataset: Peptide-MHC class I binding affinity with 185,985 pairs from IEDB/IMGT (1) The peptide sequence is PLSPDTCLLA. The MHC is HLA-A02:02 with pseudo-sequence HLA-A02:02. The binding affinity (normalized) is 0.138. (2) The peptide sequence is ILPWTKISE. The MHC is HLA-A02:01 with pseudo-sequence HLA-A02:01. The binding affinity (normalized) is 0. (3) The peptide sequence is GDAYFSIPL. The MHC is H-2-Kk with pseudo-sequence H-2-Kk. The binding affinity (normalized) is 0.551. (4) The peptide sequence is KAFSPEVI. The MHC is HLA-B45:01 with pseudo-sequence HLA-B45:01. The binding affinity (normalized) is 0.